From a dataset of Forward reaction prediction with 1.9M reactions from USPTO patents (1976-2016). Predict the product of the given reaction. (1) Given the reactants [O:1]1[C:10]2[C:5](=[CH:6][CH:7]=[CH:8][CH:9]=2)[CH:4]=[C:3]([C:11]([OH:13])=O)[CH2:2]1.Cl.[NH2:15][C@@H:16]([C:18]1[C:23]([F:24])=[CH:22][C:21]([NH:25][S:26]([CH3:29])(=[O:28])=[O:27])=[C:20]([CH3:30])[CH:19]=1)[CH3:17].F[P-](F)(F)(F)(F)F.C[N+](C)=C(N(C)C)ON1C2N=CC=CC=2N=N1.C(N(CC)C(C)C)(C)C, predict the reaction product. The product is: [F:24][C:23]1[CH:22]=[C:21]([NH:25][S:26]([CH3:29])(=[O:28])=[O:27])[C:20]([CH3:30])=[CH:19][C:18]=1[C@H:16]([NH:15][C:11]([C:3]1[CH2:2][O:1][C:10]2[C:5]([CH:4]=1)=[CH:6][CH:7]=[CH:8][CH:9]=2)=[O:13])[CH3:17]. (2) Given the reactants [Si:1]([O:8][CH2:9][CH2:10][CH2:11]/[CH:12]=[CH:13]/[C:14]([O:16]CC)=[O:15])([C:4]([CH3:7])([CH3:6])[CH3:5])([CH3:3])[CH3:2].[Li+].[OH-], predict the reaction product. The product is: [Si:1]([O:8][CH2:9][CH2:10][CH2:11]/[CH:12]=[CH:13]/[C:14]([OH:16])=[O:15])([C:4]([CH3:7])([CH3:6])[CH3:5])([CH3:3])[CH3:2].